Dataset: Forward reaction prediction with 1.9M reactions from USPTO patents (1976-2016). Task: Predict the product of the given reaction. (1) Given the reactants [Br:1][C:2]1[C:3]([CH3:9])=[C:4]([CH:6]=[CH:7][CH:8]=1)[NH2:5].[CH2:10]([O:17][C:18]([NH:20][CH:21]([CH2:25][CH2:26][S:27][CH3:28])[C:22](O)=[O:23])=[O:19])[C:11]1[CH:16]=[CH:15][CH:14]=[CH:13][CH:12]=1.ON1C2N=CC=CC=2N=N1.C(N(C(C)C)CC)(C)C.C(Cl)CCl, predict the reaction product. The product is: [Br:1][C:2]1[C:3]([CH3:9])=[C:4]([NH:5][C:22](=[O:23])[CH:21]([NH:20][C:18](=[O:19])[O:17][CH2:10][C:11]2[CH:16]=[CH:15][CH:14]=[CH:13][CH:12]=2)[CH2:25][CH2:26][S:27][CH3:28])[CH:6]=[CH:7][CH:8]=1. (2) Given the reactants Cl[C:2]1[N:7]=[C:6]([C:8]2[N:12]3[CH:13]=[C:14]([F:17])[CH:15]=[CH:16][C:11]3=[N:10][CH:9]=2)[N:5]=[C:4]([NH:18][C@@H:19]2[CH2:24][CH2:23][CH2:22][N:21]([C:25]([O:27][C:28]([CH3:31])([CH3:30])[CH3:29])=[O:26])[CH2:20]2)[CH:3]=1.[CH3:32][N:33]1[CH2:38][CH2:37][NH:36][CH2:35][CH2:34]1, predict the reaction product. The product is: [F:17][C:14]1[CH:15]=[CH:16][C:11]2[N:12]([C:8]([C:6]3[N:5]=[C:4]([NH:18][C@@H:19]4[CH2:24][CH2:23][CH2:22][N:21]([C:25]([O:27][C:28]([CH3:31])([CH3:30])[CH3:29])=[O:26])[CH2:20]4)[CH:3]=[C:2]([N:36]4[CH2:37][CH2:38][N:33]([CH3:32])[CH2:34][CH2:35]4)[N:7]=3)=[CH:9][N:10]=2)[CH:13]=1. (3) Given the reactants [CH3:1][C:2]1([CH3:41])[N:6]([CH2:7][CH2:8][NH:9][C:10]2[N:15]=[C:14]([C:16]3[S:17][C:18]([S:21]([C:24]4[CH:29]=[CH:28][C:27]([F:30])=[CH:26][CH:25]=4)(=[O:23])=[O:22])=[CH:19][CH:20]=3)[C:13]([C:31]3[CH:32]=[C:33]([CH:36]=[CH:37][CH:38]=3)[C:34]#[N:35])=[CH:12][N:11]=2)[C:5](=[O:39])[NH:4][C:3]1=[O:40].C[Si]([N:46]=[N+:47]=[N-:48])(C)C.C([Sn](=O)CCCC)CCC.Cl.C(=O)(O)[O-].[Na+], predict the reaction product. The product is: [NH:46]1[C:34]([C:33]2[CH:32]=[C:31]([C:13]3[C:14]([C:16]4[S:17][C:18]([S:21]([C:24]5[CH:25]=[CH:26][C:27]([F:30])=[CH:28][CH:29]=5)(=[O:23])=[O:22])=[CH:19][CH:20]=4)=[N:15][C:10]([NH:9][CH2:8][CH2:7][N:6]4[C:2]([CH3:41])([CH3:1])[C:3](=[O:40])[NH:4][C:5]4=[O:39])=[N:11][CH:12]=3)[CH:38]=[CH:37][CH:36]=2)=[N:35][N:48]=[N:47]1. (4) Given the reactants [NH2:1][C@@H:2]1[CH2:6][CH2:5][CH2:4][C@H:3]1[CH2:7][OH:8].C(N(CC)CC)C.[Cl:16][C:17]1[CH:22]=[CH:21][C:20]([S:23](Cl)(=[O:25])=[O:24])=[CH:19][CH:18]=1.C(OCC)(=O)C, predict the reaction product. The product is: [Cl:16][C:17]1[CH:22]=[CH:21][C:20]([S:23]([NH:1][C@@H:2]2[CH2:6][CH2:5][CH2:4][C@H:3]2[CH2:7][OH:8])(=[O:25])=[O:24])=[CH:19][CH:18]=1. (5) Given the reactants [NH2:1][C:2]1[CH:3]=[C:4]([CH:14]=[CH:15][C:16]=1[O:17][CH3:18])[C:5]([NH:7][C:8]1[CH:13]=[CH:12][CH:11]=[CH:10][CH:9]=1)=[O:6].[CH3:19][C:20]1[CH:25]=[CH:24][CH:23]=[CH:22][C:21]=1[N:26]=[C:27]=[S:28], predict the reaction product. The product is: [CH3:18][O:17][C:16]1[CH:15]=[CH:14][C:4]([C:5]([NH:7][C:8]2[CH:13]=[CH:12][CH:11]=[CH:10][CH:9]=2)=[O:6])=[CH:3][C:2]=1[NH:1][C:27]([NH:26][C:21]1[CH:22]=[CH:23][CH:24]=[CH:25][C:20]=1[CH3:19])=[S:28]. (6) Given the reactants C(O[C:9]([NH:11][C:12]1[CH:13]=[C:14]([CH:16]=[CH:17][CH:18]=1)[NH2:15])=[O:10])C1C=CC=CC=1.[C:19]([C:23]1[CH:28]=[CH:27][C:26]([C:29]2[O:34]C(=O)[C:32]3[CH:36]=[CH:37][CH:38]=[CH:39][C:31]=3[N:30]=2)=[CH:25][CH:24]=1)([CH3:22])([CH3:21])[CH3:20], predict the reaction product. The product is: [NH2:15][C:14]1[CH:13]=[C:12]([NH:11][C:9](=[O:10])[C:32]2[CH:36]=[CH:37][CH:38]=[CH:39][C:31]=2[NH:30][C:29](=[O:34])[C:26]2[CH:25]=[CH:24][C:23]([C:19]([CH3:21])([CH3:20])[CH3:22])=[CH:28][CH:27]=2)[CH:18]=[CH:17][CH:16]=1. (7) Given the reactants [CH3:1][S:2](Cl)(=[O:4])=[O:3].CCN(C(C)C)C(C)C.[C:15]([O:19][C:20]([N:22]1[CH2:27][C@@H:26]2[CH2:28][C@H:23]1[CH2:24][NH:25]2)=[O:21])([CH3:18])([CH3:17])[CH3:16], predict the reaction product. The product is: [C:15]([O:19][C:20]([N:22]1[CH2:27][C@@H:26]2[CH2:28][C@H:23]1[CH2:24][N:25]2[S:2]([CH3:1])(=[O:4])=[O:3])=[O:21])([CH3:18])([CH3:16])[CH3:17]. (8) Given the reactants [Br:1][C:2]1[C:3]([CH3:25])=[N:4][S:5][C:6]=1[N:7](C(OCC(Cl)(Cl)Cl)=O)[C@H:8]([C:13]([O:15][CH3:16])=[O:14])[CH2:9][CH:10]([CH3:12])[CH3:11], predict the reaction product. The product is: [Br:1][C:2]1[C:3]([CH3:25])=[N:4][S:5][C:6]=1[NH:7][C@H:8]([C:13]([O:15][CH3:16])=[O:14])[CH2:9][CH:10]([CH3:12])[CH3:11]. (9) Given the reactants [CH:1]([O:4][C:5]1[C:13]([O:14][CH3:15])=[CH:12][CH:11]=[CH:10][C:6]=1[CH2:7][NH:8][CH3:9])([CH3:3])[CH3:2].CNCC1C=CC2C(=CC=CC=2)C=1CCC.[ClH:32].[N:33]1([CH2:39][CH2:40][N:41]2[CH2:46][C:45]3[CH:47]=[C:48](/[CH:51]=[CH:52]/[C:53]([OH:55])=O)[CH:49]=[N:50][C:44]=3[NH:43][C:42]2=[O:56])[CH2:38][CH2:37][O:36][CH2:35][CH2:34]1.Cl.CN1CC2C=C(/C=C/C(O)=O)C=NC=2NC(=O)C1, predict the reaction product. The product is: [ClH:32].[CH:1]([O:4][C:5]1[C:13]([O:14][CH3:15])=[CH:12][CH:11]=[CH:10][C:6]=1[CH2:7][N:8]([CH3:9])[C:53](=[O:55])/[CH:52]=[CH:51]/[C:48]1[CH:49]=[N:50][C:44]2[NH:43][C:42](=[O:56])[N:41]([CH2:40][CH2:39][N:33]3[CH2:34][CH2:35][O:36][CH2:37][CH2:38]3)[CH2:46][C:45]=2[CH:47]=1)([CH3:3])[CH3:2]. (10) Given the reactants C(OC([NH:8][CH2:9][C:10]1[NH:14][C:13]2[CH:15]=[CH:16][C:17]([Cl:19])=[CH:18][C:12]=2[N:11]=1)=O)(C)(C)C, predict the reaction product. The product is: [Cl:19][C:17]1[CH:16]=[CH:15][C:13]2[NH:14][C:10]([CH2:9][NH2:8])=[N:11][C:12]=2[CH:18]=1.